From a dataset of Forward reaction prediction with 1.9M reactions from USPTO patents (1976-2016). Predict the product of the given reaction. (1) Given the reactants COC[O:4][C:5]1[CH:31]=[CH:30][C:8]([CH2:9][C:10]([CH2:21][CH2:22][O:23][C:24]2[CH:29]=[CH:28][CH:27]=[CH:26][CH:25]=2)(C(OCC)=O)[C:11]([O:13][CH2:14][CH3:15])=[O:12])=[CH:7][CH:6]=1.[OH-].[K+], predict the reaction product. The product is: [OH:4][C:5]1[CH:6]=[CH:7][C:8]([CH2:9][CH:10]([CH2:21][CH2:22][O:23][C:24]2[CH:25]=[CH:26][CH:27]=[CH:28][CH:29]=2)[C:11]([O:13][CH2:14][CH3:15])=[O:12])=[CH:30][CH:31]=1. (2) The product is: [C:12]([O:11][C:9]([N:8]1[CH2:7][C@@H:6]([CH2:16][CH2:17][C:18]2[CH:23]=[CH:22][CH:21]=[CH:20][C:19]=2[NH:24][C:25](=[O:45])[C@H:26]([CH:32]([C:39]2[CH:44]=[CH:43][CH:42]=[CH:41][CH:40]=2)[C:33]2[CH:38]=[CH:37][CH:36]=[CH:35][CH:34]=2)[NH:27][C:28]([O:30][CH3:31])=[O:29])[O:5][CH2:4][C@H:3]1[C:2]([OH:58])=[O:1])=[O:10])([CH3:14])([CH3:15])[CH3:13]. Given the reactants [OH:1][CH2:2][C@H:3]1[N:8]([C:9]([O:11][C:12]([CH3:15])([CH3:14])[CH3:13])=[O:10])[CH2:7][C@@H:6]([CH2:16][CH2:17][C:18]2[CH:23]=[CH:22][CH:21]=[CH:20][C:19]=2[NH:24][C:25](=[O:45])[C@H:26]([CH:32]([C:39]2[CH:44]=[CH:43][CH:42]=[CH:41][CH:40]=2)[C:33]2[CH:38]=[CH:37][CH:36]=[CH:35][CH:34]=2)[NH:27][C:28]([O:30][CH3:31])=[O:29])[O:5][CH2:4]1.C1C=C[NH+]=CC=1.C1C=C[NH+]=CC=1.[O-:58][Cr](O[Cr]([O-])(=O)=O)(=O)=O, predict the reaction product. (3) The product is: [C:1]([C@H:5]1[CH2:10][CH2:9][C@H:8]([O:11][C:12]2[CH:13]=[C:14]3[C:19](=[CH:20][CH:21]=2)[CH:18]=[C:17]([CH2:22][NH:23][CH2:31][CH:26]([CH2:25][OH:24])[C:27]([O:29][CH3:30])=[O:28])[CH:16]=[CH:15]3)[CH2:7][CH2:6]1)([CH3:4])([CH3:2])[CH3:3]. Given the reactants [C:1]([C@H:5]1[CH2:10][CH2:9][C@H:8]([O:11][C:12]2[CH:13]=[C:14]3[C:19](=[CH:20][CH:21]=2)[CH:18]=[C:17]([CH2:22][NH2:23])[CH:16]=[CH:15]3)[CH2:7][CH2:6]1)([CH3:4])([CH3:3])[CH3:2].[OH:24][CH2:25][C:26](=[CH2:31])[C:27]([O:29][CH3:30])=[O:28], predict the reaction product.